This data is from Full USPTO retrosynthesis dataset with 1.9M reactions from patents (1976-2016). The task is: Predict the reactants needed to synthesize the given product. (1) Given the product [CH3:18][O:17][C:12]1[CH:13]=[C:14]([O:15][CH3:16])[C:7]2[O:6][C:5]([CH2:4][OH:3])=[CH:9][C:8]=2[CH:11]=1, predict the reactants needed to synthesize it. The reactants are: C([O:3][CH:4](OCC)[CH2:5][O:6][C:7]1[C:14]([O:15][CH3:16])=[CH:13][C:12]([O:17][CH3:18])=[CH:11][C:8]=1[CH:9]=O)C.[BH4-].[Na+]. (2) Given the product [Cl:17][C:18]1[CH:19]=[CH:20][C:21]([CH2:22][N:23]2[C:31]3[C:26](=[CH:27][CH:28]=[CH:29][CH:30]=3)[C:25]([OH:33])([CH2:15][C:14](=[O:16])[C:10]3[NH:9][CH:13]=[CH:12][CH:11]=3)[C:24]2=[O:34])=[CH:35][CH:36]=1, predict the reactants needed to synthesize it. The reactants are: C(C1OC=CC=1)(=O)C.[NH:9]1[CH:13]=[CH:12][CH:11]=[C:10]1[C:14](=[O:16])[CH3:15].[Cl:17][C:18]1[CH:36]=[CH:35][C:21]([CH2:22][N:23]2[C:31]3[C:26](=[CH:27][C:28](F)=[CH:29][CH:30]=3)[C:25](=[O:33])[C:24]2=[O:34])=[CH:20][CH:19]=1.ClC1C=CC(CN2C3C(=CC=CC=3)C(=O)C2=O)=CC=1. (3) Given the product [O:1]=[C:2]1[C:10]2[C:5](=[CH:6][CH:7]=[CH:8][CH:9]=2)[C:4](=[O:11])[N:3]1[CH:12]1[CH2:17][CH2:16][CH:15]([S:18]([NH2:22])(=[O:20])=[O:19])[CH2:14][CH2:13]1, predict the reactants needed to synthesize it. The reactants are: [O:1]=[C:2]1[C:10]2[C:5](=[CH:6][CH:7]=[CH:8][CH:9]=2)[C:4](=[O:11])[N:3]1[CH:12]1[CH2:17][CH2:16][CH:15]([S:18](Cl)(=[O:20])=[O:19])[CH2:14][CH2:13]1.[NH3:22].C1COCC1. (4) The reactants are: [NH2:1][C:2]1[S:3][C:4]([C:7]#[N:8])=[CH:5][N:6]=1.CC1(C)C2C(=C(P(C3C=CC=CC=3)C3C=CC=CC=3)C=CC=2)OC2C(P(C3C=CC=CC=3)C3C=CC=CC=3)=CC=CC1=2.[O-]P([O-])([O-])=O.[K+].[K+].[K+].Cl[C:60]1[C:61]2[CH:68]=[CH:67][N:66]([CH2:69][C:70]([N:72]([CH2:75][CH3:76])[CH2:73][CH3:74])=[O:71])[C:62]=2[N:63]=[CH:64][N:65]=1. Given the product [C:7]([C:4]1[S:3][C:2]([NH:1][C:60]2[C:61]3[CH:68]=[CH:67][N:66]([CH2:69][C:70]([N:72]([CH2:75][CH3:76])[CH2:73][CH3:74])=[O:71])[C:62]=3[N:63]=[CH:64][N:65]=2)=[N:6][CH:5]=1)#[N:8], predict the reactants needed to synthesize it.